From a dataset of Reaction yield outcomes from USPTO patents with 853,638 reactions. Predict the reaction yield, written as a fraction of the theoretical maximum amount of product (1.0 means a 100% yield; for example, 0.34 means a 34% yield). (1) The reactants are CS(O)(=O)=O.O=P12OP3(OP(OP(O3)(O1)=O)(=O)O2)=O.[CH:20]1[C:28]2[C:27]3[CH:29]=[CH:30][CH:31]=[CH:32][C:26]=3[S:25](=O)[C:24]=2[CH:23]=[CH:22][CH:21]=1.[CH3:34][O:35][CH2:36][CH2:37][O:38][CH2:39][CH2:40][O:41][C:42]1[C:47]([CH3:48])=[CH:46][CH:45]=[CH:44][C:43]=1[CH3:49].[I-:50].[Na+]. The catalyst is ClCCl.O. The product is [I-:50].[CH3:34][O:35][CH2:36][CH2:37][O:38][CH2:39][CH2:40][O:41][C:42]1[C:43]([CH3:49])=[CH:44][C:45]([S+:25]2[C:24]3[CH:23]=[CH:22][CH:21]=[CH:20][C:28]=3[C:27]3[CH:29]=[CH:30][CH:31]=[CH:32][C:26]2=3)=[CH:46][C:47]=1[CH3:48]. The yield is 0.570. (2) The reactants are Cl.[Cl:2][C:3]1[C:4]([O:29]COC)=[CH:5][C:6]([O:25]COC)=[C:7]([CH:24]=1)[C:8]([N:10]1[CH2:18][C:17]2[C:12](=[CH:13][CH:14]=[CH:15][CH:16]=2)[CH:11]1[C:19]([NH:21][CH2:22][CH3:23])=[O:20])=[O:9].C([O-])(O)=O.[Na+]. The catalyst is CO. The product is [Cl:2][C:3]1[C:4]([OH:29])=[CH:5][C:6]([OH:25])=[C:7]([CH:24]=1)[C:8]([N:10]1[CH2:18][C:17]2[C:12](=[CH:13][CH:14]=[CH:15][CH:16]=2)[CH:11]1[C:19]([NH:21][CH2:22][CH3:23])=[O:20])=[O:9]. The yield is 0.887. (3) The reactants are [CH3:1][C:2]1[C:3]([C:8]([OH:10])=[O:9])=[N:4][CH:5]=[CH:6][N:7]=1.S(=O)(=O)(O)O.[CH3:16]O. The yield is 0.730. The product is [CH3:1][C:2]1[C:3]([C:8]([O:10][CH3:16])=[O:9])=[N:4][CH:5]=[CH:6][N:7]=1. No catalyst specified. (4) The reactants are [F:1][CH:2]([F:32])[O:3][C:4]1[CH:5]=[C:6]([N:14]([CH2:25][C:26]2[CH:27]=[N:28][CH:29]=[CH:30][CH:31]=2)[C:15]2[CH:16]=[C:17]([CH:21]([NH2:24])[CH2:22][OH:23])[CH:18]=[CH:19][CH:20]=2)[CH:7]=[CH:8][C:9]=1[O:10][CH:11]([F:13])[F:12].[C:33](O[C:33]([O:35][C:36]([CH3:39])([CH3:38])[CH3:37])=[O:34])([O:35][C:36]([CH3:39])([CH3:38])[CH3:37])=[O:34].C(=O)([O-])[O-].[K+].[K+]. The catalyst is O.C1COCC1. The product is [F:32][CH:2]([F:1])[O:3][C:4]1[CH:5]=[C:6]([N:14]([CH2:25][C:26]2[CH:27]=[N:28][CH:29]=[CH:30][CH:31]=2)[C:15]2[CH:16]=[C:17]([CH:21]([NH:24][C:33]([O:35][C:36]([CH3:39])([CH3:38])[CH3:37])=[O:34])[CH2:22][OH:23])[CH:18]=[CH:19][CH:20]=2)[CH:7]=[CH:8][C:9]=1[O:10][CH:11]([F:13])[F:12]. The yield is 0.740.